This data is from Reaction yield outcomes from USPTO patents with 853,638 reactions. The task is: Predict the reaction yield, written as a fraction of the theoretical maximum amount of product (1.0 means a 100% yield; for example, 0.34 means a 34% yield). (1) The yield is 0.470. The catalyst is C1C=CC(/C=C/C(/C=C/C2C=CC=CC=2)=O)=CC=1.C1C=CC(/C=C/C(/C=C/C2C=CC=CC=2)=O)=CC=1.C1C=CC(/C=C/C(/C=C/C2C=CC=CC=2)=O)=CC=1.[Pd].[Pd].O1CCOCC1. The reactants are CC(C)([O-])C.[Na+].CN([C:10]1[C:15]([C:10]2[C:15](P(C3CCCCC3)C3CCCCC3)=[CH:14][CH:13]=[CH:12][CH:11]=2)=[CH:14][CH:13]=[CH:12][CH:11]=1)C.[NH2:35][C@H:36]1[C:45]2[C:40](=[CH:41][CH:42]=[CH:43][CH:44]=2)[N:39]([C:46](=[O:48])[CH3:47])[C@@H:38]([CH2:49][C:50]([F:53])([F:52])[F:51])[C@@H:37]1[CH3:54].BrC1C=CC=CC=1. The product is [CH3:54][C@@H:37]1[C@@H:36]([NH:35][C:10]2[CH:15]=[CH:14][CH:13]=[CH:12][CH:11]=2)[C:45]2[C:40](=[CH:41][CH:42]=[CH:43][CH:44]=2)[N:39]([C:46](=[O:48])[CH3:47])[C@H:38]1[CH2:49][C:50]([F:53])([F:51])[F:52]. (2) The reactants are [C:1](/[C:4](/[C:10](=O)[C:11]([F:14])([F:13])[F:12])=[CH:5]\[NH:6][C:7]([NH2:9])=O)(=[O:3])[CH3:2].O=P(Cl)(Cl)[Cl:18]. The catalyst is O. The product is [Cl:18][C:7]1[N:9]=[C:10]([C:11]([F:14])([F:13])[F:12])[C:4]([C:1](=[O:3])[CH3:2])=[CH:5][N:6]=1. The yield is 0.427. (3) The reactants are [Cl:1][C:2]1[CH:8]=[CH:7][CH:6]=[C:5]([N+:9]([O-])=O)[C:3]=1[NH2:4].N1[CH:17]=[CH:16][CH:15]=[CH:14]C=1.C1(C(Cl)=O)CC1.N. The catalyst is CC(N(C)C)=O.O.CO. The product is [Cl:1][C:2]1[C:3]2[NH:4][C:14]([CH:15]3[CH2:17][CH2:16]3)=[N:9][C:5]=2[CH:6]=[CH:7][CH:8]=1. The yield is 0.360. (4) The reactants are [CH3:1][N:2]1[CH2:7][CH2:6][NH:5][CH2:4][CH2:3]1.[C:8]([C:12]1[CH:16]=[C:15]([NH:17][C:18]([NH:20][C@@H:21]2[C:30]3[C:25](=[CH:26][CH:27]=[CH:28][CH:29]=3)[C@H:24]([O:31][C:32]3[CH:33]=[CH:34][C:35]4[N:36]([C:38]([N:41]5[C@H:46]([CH3:47])[CH2:45][CH2:44][CH2:43][C@@H:42]5[CH3:48])=[N:39][N:40]=4)[CH:37]=3)[CH2:23][CH2:22]2)=[O:19])[N:14]([C:49]2[CH:50]=[C:51]([CH:60]=[CH:61][CH:62]=2)[O:52][CH2:53][CH2:54]OS(C)(=O)=O)[N:13]=1)([CH3:11])([CH3:10])[CH3:9]. The product is [C:8]([C:12]1[CH:16]=[C:15]([NH:17][C:18]([NH:20][C@@H:21]2[C:30]3[C:25](=[CH:26][CH:27]=[CH:28][CH:29]=3)[C@H:24]([O:31][C:32]3[CH:33]=[CH:34][C:35]4[N:36]([C:38]([N:41]5[C@H:42]([CH3:48])[CH2:43][CH2:44][CH2:45][C@@H:46]5[CH3:47])=[N:39][N:40]=4)[CH:37]=3)[CH2:23][CH2:22]2)=[O:19])[N:14]([C:49]2[CH:62]=[CH:61][CH:60]=[C:51]([O:52][CH2:53][CH2:54][N:5]3[CH2:6][CH2:7][N:2]([CH3:1])[CH2:3][CH2:4]3)[CH:50]=2)[N:13]=1)([CH3:10])([CH3:11])[CH3:9]. The yield is 0.380. The catalyst is C1COCC1. (5) The reactants are [C:1]1([CH:7]([O:9][C:10]2[CH:17]=[CH:16][C:13]([CH:14]=O)=[CH:12][CH:11]=2)[CH3:8])[CH:6]=[CH:5][CH:4]=[CH:3][CH:2]=1.[NH:18]1[CH2:21][CH:20]([C:22]([OH:24])=[O:23])[CH2:19]1.CC(O)=O.[BH3-]C#N.[Na+]. The catalyst is CO. The product is [C:1]1([CH:7]([O:9][C:10]2[CH:17]=[CH:16][C:13]([CH2:14][N:18]3[CH2:21][CH:20]([C:22]([OH:24])=[O:23])[CH2:19]3)=[CH:12][CH:11]=2)[CH3:8])[CH:6]=[CH:5][CH:4]=[CH:3][CH:2]=1. The yield is 0.270. (6) The reactants are [Cl-].O[NH3+:3].[C:4](=[O:7])([O-])[OH:5].[Na+].CS(C)=O.[CH2:13]([C:15]1[N:16]=[C:17]([CH2:47][CH2:48][CH3:49])[N:18]([CH2:32][C:33]2[CH:38]=[CH:37][C:36]([C:39]3[C:40]([C:45]#[N:46])=[CH:41][CH:42]=[CH:43][CH:44]=3)=[CH:35][CH:34]=2)[C:19](=[O:31])[C:20]=1[C:21]1[CH:26]=[CH:25][C:24]([O:27][CH:28]([CH3:30])[CH3:29])=[CH:23][CH:22]=1)[CH3:14]. The catalyst is C(OCC)(=O)C. The product is [CH2:13]([C:15]1[N:16]=[C:17]([CH2:47][CH2:48][CH3:49])[N:18]([CH2:32][C:33]2[CH:34]=[CH:35][C:36]([C:39]3[CH:44]=[CH:43][CH:42]=[CH:41][C:40]=3[C:45]3[NH:3][C:4](=[O:7])[O:5][N:46]=3)=[CH:37][CH:38]=2)[C:19](=[O:31])[C:20]=1[C:21]1[CH:22]=[CH:23][C:24]([O:27][CH:28]([CH3:29])[CH3:30])=[CH:25][CH:26]=1)[CH3:14]. The yield is 0.790.